This data is from Catalyst prediction with 721,799 reactions and 888 catalyst types from USPTO. The task is: Predict which catalyst facilitates the given reaction. (1) Reactant: [CH3:1][C:2]([O:5][C:6]([NH:8][NH:9][CH:10]1[CH2:15][CH2:14][N:13]([C:16]([O:18][CH2:19][C:20]2[CH:25]=[CH:24][CH:23]=[CH:22][CH:21]=2)=[O:17])[CH2:12][CH2:11]1)=[O:7])([CH3:4])[CH3:3].[Br:26][C:27]1[C:28](Cl)=[N:29][C:30]([Cl:33])=[N:31][CH:32]=1.CCN(C(C)C)C(C)C. Product: [Br:26][C:27]1[C:28]([N:9]([CH:10]2[CH2:11][CH2:12][N:13]([C:16]([O:18][CH2:19][C:20]3[CH:21]=[CH:22][CH:23]=[CH:24][CH:25]=3)=[O:17])[CH2:14][CH2:15]2)[NH:8][C:6]([O:5][C:2]([CH3:1])([CH3:3])[CH3:4])=[O:7])=[N:29][C:30]([Cl:33])=[N:31][CH:32]=1. The catalyst class is: 14. (2) Product: [NH:8]1[CH2:9][CH2:10][CH:11]([N:14]2[CH2:19][CH2:18][CH2:17][CH2:16][C:15]2=[O:20])[CH2:12][CH2:13]1. The catalyst class is: 352. Reactant: C([N:8]1[CH2:13][CH2:12][CH:11]([N:14]2[CH2:19][CH2:18][CH2:17][CH2:16][C:15]2=[O:20])[CH2:10][CH2:9]1)C1C=CC=CC=1.